Predict the reactants needed to synthesize the given product. From a dataset of Full USPTO retrosynthesis dataset with 1.9M reactions from patents (1976-2016). (1) Given the product [C:19]([O:23][C:24](=[O:30])[NH:25][CH2:26][CH2:27][CH2:28][O:18][C:4]1[CH:5]=[CH:6][C:7]([B:9]2[O:10][C:11]([CH3:17])([CH3:16])[C:12]([CH3:14])([CH3:15])[O:13]2)=[CH:8][C:3]=1[O:2][CH3:1])([CH3:22])([CH3:21])[CH3:20], predict the reactants needed to synthesize it. The reactants are: [CH3:1][O:2][C:3]1[CH:8]=[C:7]([B:9]2[O:13][C:12]([CH3:15])([CH3:14])[C:11]([CH3:17])([CH3:16])[O:10]2)[CH:6]=[CH:5][C:4]=1[OH:18].[C:19]([O:23][C:24](=[O:30])[NH:25][CH2:26][CH2:27][CH2:28]Br)([CH3:22])([CH3:21])[CH3:20].CCOC(C)=O. (2) Given the product [NH2:1][C:2]1[C:11]2[C:6](=[CH:7][CH:8]=[CH:9][C:10]=2[O:12][CH2:13][C:14]([CH3:21])([CH3:22])[C:15]([NH:17][CH:18]([CH3:20])[CH3:19])=[O:16])[N:5]=[C:4]([CH3:23])[C:3]=1[C:24]([OH:26])=[O:25], predict the reactants needed to synthesize it. The reactants are: [NH2:1][C:2]1[C:11]2[C:6](=[CH:7][CH:8]=[CH:9][C:10]=2[O:12][CH2:13][C:14]([CH3:22])([CH3:21])[C:15]([NH:17][CH:18]([CH3:20])[CH3:19])=[O:16])[N:5]=[C:4]([CH3:23])[C:3]=1[C:24]([O:26]CC)=[O:25].[OH-].[Na+].Cl. (3) Given the product [Cl:1][C:2]1[CH:10]=[C:9]([F:11])[C:8]([N+:12]([O-:14])=[O:13])=[CH:7][C:3]=1[C:4]([Cl:18])=[O:5], predict the reactants needed to synthesize it. The reactants are: [Cl:1][C:2]1[CH:10]=[C:9]([F:11])[C:8]([N+:12]([O-:14])=[O:13])=[CH:7][C:3]=1[C:4](O)=[O:5].C(Cl)(=O)C([Cl:18])=O. (4) Given the product [Cl:1][C:2]1[CH:3]=[C:4]([C:9]2[N:13]([C:14]3[CH:19]=[CH:18][N:17]=[C:16]([Cl:20])[CH:15]=3)[N:12]=[C:11]([C:21]([N:45]3[CH2:50][CH2:49][NH:48][C:47](=[O:51])[CH2:46]3)=[O:22])[CH:10]=2)[CH:5]=[C:6]([F:8])[CH:7]=1, predict the reactants needed to synthesize it. The reactants are: [Cl:1][C:2]1[CH:3]=[C:4]([C:9]2[N:13]([C:14]3[CH:19]=[CH:18][N:17]=[C:16]([Cl:20])[CH:15]=3)[N:12]=[C:11]([C:21](O)=[O:22])[CH:10]=2)[CH:5]=[C:6]([F:8])[CH:7]=1.ClC1C=C(C2N(C3C=NC=CC=3)N=C(C([N:45]3[CH2:50][CH2:49][NH:48][C:47](=[O:51])[CH2:46]3)=O)C=2)C=C(F)C=1.O=C1CNCCN1. (5) Given the product [CH3:1][O:2][C:3]1[CH:8]=[C:7]([B:9]2[O:13][C:12]([CH3:14])([CH3:15])[C:11]([CH3:17])([CH3:16])[O:10]2)[CH:6]=[CH:5][C:4]=1[N:18]1[CH2:19][CH2:20][N:21]([CH:35]2[CH2:36][O:33][CH2:34]2)[CH2:22][CH2:23]1, predict the reactants needed to synthesize it. The reactants are: [CH3:1][O:2][C:3]1[CH:8]=[C:7]([B:9]2[O:13][C:12]([CH3:15])([CH3:14])[C:11]([CH3:17])([CH3:16])[O:10]2)[CH:6]=[CH:5][C:4]=1[N:18]1[CH2:23][CH2:22][NH:21][CH2:20][CH2:19]1.CCN(C(C)C)C(C)C.[O:33]1[CH2:36][C:35](=O)[CH2:34]1.[BH-](OC(C)=O)(OC(C)=O)OC(C)=O.[Na+].C([O-])(O)=O.[Na+].